This data is from Cav3 T-type calcium channel HTS with 100,875 compounds. The task is: Binary Classification. Given a drug SMILES string, predict its activity (active/inactive) in a high-throughput screening assay against a specified biological target. (1) The molecule is S(CC(=O)N1CCOCC1)c1ncnc2nc[nH]c12. The result is 0 (inactive). (2) The molecule is O(c1c(CN2CCN(CC2)Cc2ccccc2)ccc(OC)c1)C. The result is 0 (inactive). (3) The compound is O=C(Nc1cc(Oc2ccccc2)ccc1)CN(C1CCN(CC1)C)C. The result is 0 (inactive). (4) The molecule is P(OCC)(OCC)(=O)C(N1CCOCC1)CC. The result is 0 (inactive). (5) The molecule is s1c(c2n(CC=C)c(SC\C=C\c3ccccc3)nn2)c(nc1N)C. The result is 0 (inactive). (6) The molecule is Brc1cc2n(c(CN3CCCCC3)c(c2c(CN(C)C)c1O)C(OCC)=O)C. The result is 0 (inactive).